From a dataset of Reaction yield outcomes from USPTO patents with 853,638 reactions. Predict the reaction yield, written as a fraction of the theoretical maximum amount of product (1.0 means a 100% yield; for example, 0.34 means a 34% yield). The reactants are [OH:1][C:2]1[CH:7]=[C:6]([O:8][CH2:9][CH2:10][O:11][CH3:12])[CH:5]=[CH:4][C:3]=1/[CH:13]=[CH:14]/[C:15]([O:17][CH2:18][CH3:19])=[O:16].[Cl:20][C:21]1[CH:28]=[C:27]([Cl:29])[CH:26]=[CH:25][C:22]=1[CH2:23]Cl.C(=O)([O-])[O-].[K+].[K+].O. The catalyst is CN(C)C=O. The product is [Cl:20][C:21]1[CH:28]=[C:27]([Cl:29])[CH:26]=[CH:25][C:22]=1[CH2:23][O:1][C:2]1[CH:7]=[C:6]([O:8][CH2:9][CH2:10][O:11][CH3:12])[CH:5]=[CH:4][C:3]=1/[CH:13]=[CH:14]/[C:15]([O:17][CH2:18][CH3:19])=[O:16]. The yield is 0.920.